Task: Predict the reactants needed to synthesize the given product.. Dataset: Full USPTO retrosynthesis dataset with 1.9M reactions from patents (1976-2016) Given the product [CH3:1][O:2][C:3]([C:5]1[C:14]2[C:13]([F:16])([F:15])[C:12](=[O:17])[CH:11]=[CH:10][C:9]=2[N:8]=[CH:7][C:6]=1[O:18][C:19](=[O:21])[CH3:20])=[O:4], predict the reactants needed to synthesize it. The reactants are: [CH3:1][O:2][C:3]([C:5]1[C:14]2[C:13]([F:16])([F:15])[C:12](=[O:17])[CH:11]=[CH:10][C:9]=2[N:8]=[CH:7][C:6]=1[OH:18])=[O:4].[C:19](OC(=O)C)(=[O:21])[CH3:20].C(OCC)(=O)C.